This data is from Full USPTO retrosynthesis dataset with 1.9M reactions from patents (1976-2016). The task is: Predict the reactants needed to synthesize the given product. (1) Given the product [C:1]([N:4]1[C:12]2[C:7](=[CH:8][C:9]([N+:17]([O-:19])=[O:18])=[C:10]([S:13]([OH:16])(=[O:14])=[O:15])[CH:11]=2)[CH2:6][CH2:5]1)(=[O:3])[CH3:2], predict the reactants needed to synthesize it. The reactants are: [C:1]([N:4]1[C:12]2[C:7](=[CH:8][CH:9]=[C:10]([S:13]([OH:16])(=[O:15])=[O:14])[CH:11]=2)[CH2:6][CH2:5]1)(=[O:3])[CH3:2].[N+:17]([O-])([OH:19])=[O:18]. (2) Given the product [CH3:21][C:2]1[N:7]2[N:8]=[CH:9][CH:10]=[C:6]2[N:5]=[C:4]([C:11]2[CH:16]=[CH:15][C:14]([C:17]([F:20])([F:19])[F:18])=[CH:13][CH:12]=2)[CH:3]=1, predict the reactants needed to synthesize it. The reactants are: Cl[C:2]1[N:7]2[N:8]=[CH:9][CH:10]=[C:6]2[N:5]=[C:4]([C:11]2[CH:16]=[CH:15][C:14]([C:17]([F:20])([F:19])[F:18])=[CH:13][CH:12]=2)[CH:3]=1.[CH3:21][Zn]C.C1(C)C=CC=CC=1.[NH4+].[Cl-]. (3) Given the product [Cl:1][C:2]1[CH:7]=[C:6]([C:8]([N:9]([CH3:11])[CH3:10])=[O:12])[CH:5]=[CH:4][C:3]=1[C:17]1[CH:18]=[C:19]([CH:20]=[O:21])[CH:22]=[CH:23][C:24]=1[O:25][CH3:26], predict the reactants needed to synthesize it. The reactants are: [Cl:1][C:2]1[CH:7]=[C:6]([C:8](=[O:12])[N:9]([CH3:11])[CH3:10])[CH:5]=[CH:4][C:3]=1B(O)O.Br[C:17]1[CH:18]=[C:19]([CH:22]=[CH:23][C:24]=1[O:25][CH3:26])[CH:20]=[O:21].C(=O)([O-])[O-].[Na+].[Na+]. (4) Given the product [CH3:15][C:14]([OH:16])([CH3:17])[CH2:13][N:12]1[C:11]2[C:10]3[CH:9]=[CH:8][CH:7]=[CH:6][C:5]=3[N:4]=[CH:3][C:2]=2[N:1]=[C:18]1[CH2:19][CH2:20][CH2:21][CH2:22][CH3:23], predict the reactants needed to synthesize it. The reactants are: [NH2:1][C:2]1[CH:3]=[N:4][C:5]2[C:10]([C:11]=1[NH:12][CH2:13][C:14]([CH3:17])([OH:16])[CH3:15])=[CH:9][CH:8]=[CH:7][CH:6]=2.[C:18](Cl)(=O)[CH2:19][CH2:20][CH2:21][CH2:22][CH3:23].